This data is from CYP2D6 inhibition data for predicting drug metabolism from PubChem BioAssay. The task is: Regression/Classification. Given a drug SMILES string, predict its absorption, distribution, metabolism, or excretion properties. Task type varies by dataset: regression for continuous measurements (e.g., permeability, clearance, half-life) or binary classification for categorical outcomes (e.g., BBB penetration, CYP inhibition). Dataset: cyp2d6_veith. (1) The compound is COc1cccc(Nc2ncc3nc(-c4cccs4)c(=O)n(-c4ccccc4)c3n2)c1. The result is 0 (non-inhibitor). (2) The result is 0 (non-inhibitor). The drug is O=C(O)c1cc(-c2ccncc2)nc2ccccc12.